Dataset: NCI-60 drug combinations with 297,098 pairs across 59 cell lines. Task: Regression. Given two drug SMILES strings and cell line genomic features, predict the synergy score measuring deviation from expected non-interaction effect. (1) Drug 1: C1CC(=O)NC(=O)C1N2CC3=C(C2=O)C=CC=C3N. Drug 2: C(CN)CNCCSP(=O)(O)O. Cell line: MDA-MB-231. Synergy scores: CSS=-1.02, Synergy_ZIP=2.21, Synergy_Bliss=3.02, Synergy_Loewe=-3.00, Synergy_HSA=-3.92. (2) Drug 1: CC1=C2C(C(=O)C3(C(CC4C(C3C(C(C2(C)C)(CC1OC(=O)C(C(C5=CC=CC=C5)NC(=O)C6=CC=CC=C6)O)O)OC(=O)C7=CC=CC=C7)(CO4)OC(=O)C)O)C)OC(=O)C. Synergy scores: CSS=33.0, Synergy_ZIP=8.54, Synergy_Bliss=9.98, Synergy_Loewe=-11.1, Synergy_HSA=7.05. Drug 2: C1CC(=O)NC(=O)C1N2C(=O)C3=CC=CC=C3C2=O. Cell line: UACC62. (3) Drug 1: C1=CC(=CC=C1CCCC(=O)O)N(CCCl)CCCl. Drug 2: CC1CCCC2(C(O2)CC(NC(=O)CC(C(C(=O)C(C1O)C)(C)C)O)C(=CC3=CSC(=N3)C)C)C. Cell line: MDA-MB-435. Synergy scores: CSS=-5.39, Synergy_ZIP=-2.30, Synergy_Bliss=-5.18, Synergy_Loewe=-12.8, Synergy_HSA=-7.98.